This data is from Full USPTO retrosynthesis dataset with 1.9M reactions from patents (1976-2016). The task is: Predict the reactants needed to synthesize the given product. Given the product [C:4]([O:7][CH2:8][CH:9]1[CH2:10][CH2:11][N:12]([C:15]2[CH:16]=[CH:17][C:18]3[N:19]([C:21]([C:24]([F:27])([F:25])[F:26])=[N:22][N:23]=3)[N:20]=2)[CH2:13][CH2:14]1)([CH3:5])([CH3:29])[CH3:3], predict the reactants needed to synthesize it. The reactants are: O1C[CH2:5][CH:4]([O:7][CH2:8][CH:9]2[CH2:14][CH2:13][N:12]([C:15]3[CH:16]=[CH:17][C:18]4[N:19]([C:21]([C:24]([F:27])([F:26])[F:25])=[N:22][N:23]=4)[N:20]=3)[CH2:11][CH2:10]2)[CH2:3]C1.O.[C:29]1(C)C=CC(S(O)(=O)=O)=CC=1.CC(C)=C.